Dataset: Full USPTO retrosynthesis dataset with 1.9M reactions from patents (1976-2016). Task: Predict the reactants needed to synthesize the given product. (1) Given the product [CH2:35]([N:37]([CH2:38][CH3:39])[CH2:2][C:3]([NH:5][C:6]1[CH:7]=[N:8][C:9]([O:12][C:13]2[CH:14]=[C:15]3[C:20](=[CH:21][CH:22]=2)[O:19][CH:18]([C:23]2[CH:28]=[CH:27][CH:26]=[CH:25][CH:24]=2)[CH2:17][CH2:16]3)=[CH:10][CH:11]=1)=[O:4])[CH3:36], predict the reactants needed to synthesize it. The reactants are: Cl[CH2:2][C:3]([NH:5][C:6]1[CH:7]=[N:8][C:9]([O:12][C:13]2[CH:14]=[C:15]3[C:20](=[CH:21][CH:22]=2)[O:19][CH:18]([C:23]2[CH:28]=[CH:27][CH:26]=[CH:25][CH:24]=2)[CH2:17][CH2:16]3)=[CH:10][CH:11]=1)=[O:4].C(=O)([O-])[O-].[K+].[K+].[CH2:35]([NH:37][CH2:38][CH3:39])[CH3:36].O. (2) Given the product [F:19][C:16]([F:17])([F:18])[C:10]([OH:20])([C:9]([F:22])([F:8])[F:21])[CH2:11][S:12]([O-:15])(=[O:14])=[O:13].[C:38]1([S+:31]([C:25]2[CH:26]=[CH:27][CH:28]=[CH:29][CH:30]=2)[C:32]2[CH:37]=[CH:36][CH:35]=[CH:34][CH:33]=2)[CH:39]=[CH:40][CH:41]=[CH:42][CH:43]=1, predict the reactants needed to synthesize it. The reactants are: S([O-])(O)=O.[Na+].[OH-].[Na+].[F:8][C:9]([F:22])([F:21])[C:10]([OH:20])([C:16]([F:19])([F:18])[F:17])[CH2:11][S:12]([O-:15])(=[O:14])=[O:13].[Na+].[Cl-].[C:25]1([S+:31]([C:38]2[CH:43]=[CH:42][CH:41]=[CH:40][CH:39]=2)[C:32]2[CH:37]=[CH:36][CH:35]=[CH:34][CH:33]=2)[CH:30]=[CH:29][CH:28]=[CH:27][CH:26]=1. (3) Given the product [F:1][C:2]1[C:3]([C:19]2[CH:24]=[CH:23][C:22]([NH2:25])=[C:21]([F:33])[CH:20]=2)=[CH:4][CH:5]=[C:6]2[C:10]=1[NH:9][N:8]=[C:7]2[C:11]1[S:12][CH:13]=[CH:14][C:15]=1[C:16]([NH2:18])=[O:17], predict the reactants needed to synthesize it. The reactants are: [F:1][C:2]1[C:3]([C:19]2[CH:24]=[CH:23][C:22]([NH:25]C(OC(C)(C)C)=O)=[C:21]([F:33])[CH:20]=2)=[CH:4][CH:5]=[C:6]2[C:10]=1[NH:9][N:8]=[C:7]2[C:11]1[S:12][CH:13]=[CH:14][C:15]=1[C:16]([NH2:18])=[O:17].Cl.